From a dataset of Forward reaction prediction with 1.9M reactions from USPTO patents (1976-2016). Predict the product of the given reaction. Given the reactants O[C:2]1[C:3]([NH:11][C:12]([C:14]2[CH:19]=[CH:18][CH:17]=[C:16]([N+:20]([O-:22])=[O:21])[CH:15]=2)=[O:13])=[C:4]([CH:8]=[CH:9][CH:10]=1)[C:5]([OH:7])=[O:6].CC1C=CC(S(O)(=O)=O)=CC=1, predict the reaction product. The product is: [N+:20]([C:16]1[CH:15]=[C:14]([C:12]2[O:13][C:2]3[C:3](=[C:4]([C:5]([OH:7])=[O:6])[CH:8]=[CH:9][CH:10]=3)[N:11]=2)[CH:19]=[CH:18][CH:17]=1)([O-:22])=[O:21].